Dataset: Full USPTO retrosynthesis dataset with 1.9M reactions from patents (1976-2016). Task: Predict the reactants needed to synthesize the given product. Given the product [NH2:8][C:9]1[CH:14]=[CH:13][C:12]([C:15]2[S:16][CH:17]=[CH:18][CH:19]=2)=[CH:11][C:10]=1[NH:20][C:21]([C:23]1[CH:24]=[CH:25][C:26]([CH2:27][CH2:28][PH:29](=[O:32])[O:30][CH3:31])=[CH:33][CH:34]=1)=[O:22], predict the reactants needed to synthesize it. The reactants are: C(OC([NH:8][C:9]1[CH:14]=[CH:13][C:12]([C:15]2[S:16][CH:17]=[CH:18][CH:19]=2)=[CH:11][C:10]=1[NH:20][C:21]([C:23]1[CH:34]=[CH:33][C:26]([CH2:27][CH2:28][PH:29](=[O:32])[O:30][CH3:31])=[CH:25][CH:24]=1)=[O:22])=O)(C)(C)C.C(O)(C(F)(F)F)=O.